From a dataset of Reaction yield outcomes from USPTO patents with 853,638 reactions. Predict the reaction yield, written as a fraction of the theoretical maximum amount of product (1.0 means a 100% yield; for example, 0.34 means a 34% yield). (1) The reactants are Br[C:2]1[C:7]2[N:8]=[CH:9][N:10]=[CH:11][C:6]=2[C:5](=[O:12])[N:4]([CH3:13])[CH:3]=1.[CH:14]1([CH2:17][O:18][C:19]2[CH:24]=[CH:23][C:22]([S:25]([CH3:28])(=[O:27])=[O:26])=[CH:21][C:20]=2B2OC(C)(C)C(C)(C)O2)[CH2:16][CH2:15]1.[O-]P([O-])([O-])=O.[K+].[K+].[K+].N#N. The catalyst is O1CCOCC1.O.C1C=CC(P(C2C=CC=CC=2)[C-]2C=CC=C2)=CC=1.C1C=CC(P(C2C=CC=CC=2)[C-]2C=CC=C2)=CC=1.Cl[Pd]Cl.[Fe+2].CC(=O)OCC.C(Cl)Cl. The product is [CH:14]1([CH2:17][O:18][C:19]2[CH:24]=[CH:23][C:22]([S:25]([CH3:28])(=[O:27])=[O:26])=[CH:21][C:20]=2[C:2]2[C:7]3[N:8]=[CH:9][N:10]=[CH:11][C:6]=3[C:5](=[O:12])[N:4]([CH3:13])[CH:3]=2)[CH2:15][CH2:16]1. The yield is 0.342. (2) The reactants are [C:1]([C:3]([C:6]1[CH:7]=[C:8]([CH:32]=[C:33]([OH:35])[CH:34]=1)[C:9]([NH:11][C:12]1[CH:17]=[CH:16][C:15]([CH3:18])=[C:14]([NH:19][C:20]2[CH:21]=[C:22]3[C:27](=[CH:28][CH:29]=2)[N:26]=[CH:25][N:24]([CH3:30])[C:23]3=[O:31])[CH:13]=1)=[O:10])([CH3:5])[CH3:4])#[N:2].Cl.Cl[CH2:38][CH2:39][N:40]1[CH2:44][CH2:43][CH2:42][CH2:41]1.C([O-])([O-])=O.[K+].[K+].[I-].[Na+]. The catalyst is CC(C)=O. The product is [C:1]([C:3]([C:6]1[CH:7]=[C:8]([CH:32]=[C:33]([O:35][CH2:38][CH2:39][N:40]2[CH2:44][CH2:43][CH2:42][CH2:41]2)[CH:34]=1)[C:9]([NH:11][C:12]1[CH:17]=[CH:16][C:15]([CH3:18])=[C:14]([NH:19][C:20]2[CH:21]=[C:22]3[C:27](=[CH:28][CH:29]=2)[N:26]=[CH:25][N:24]([CH3:30])[C:23]3=[O:31])[CH:13]=1)=[O:10])([CH3:4])[CH3:5])#[N:2]. The yield is 0.380. (3) The reactants are Br[C:2]1[N:7]2[CH:8]=[C:9]([CH2:11][OH:12])[N:10]=[C:6]2[CH:5]=[CH:4][CH:3]=1.C1(P(C2C=CC=CC=2)C2C=CC3C(=CC=CC=3)C=2C2C3C(=CC=CC=3)C=CC=2P(C2C=CC=CC=2)C2C=CC=CC=2)C=CC=CC=1.C(=O)([O-])[O-].[Cs+].[Cs+].[C:65](=[NH:78])([C:72]1[CH:77]=[CH:76][CH:75]=[CH:74][CH:73]=1)[C:66]1[CH:71]=[CH:70][CH:69]=[CH:68][CH:67]=1. The catalyst is C1(C)C=CC=CC=1.C(OCC)(=O)C.C([O-])(=O)C.[Pd+2].C([O-])(=O)C. The product is [C:66]1([C:65](=[N:78][C:2]2[N:7]3[CH:8]=[C:9]([CH2:11][OH:12])[N:10]=[C:6]3[CH:5]=[CH:4][CH:3]=2)[C:72]2[CH:73]=[CH:74][CH:75]=[CH:76][CH:77]=2)[CH:71]=[CH:70][CH:69]=[CH:68][CH:67]=1. The yield is 0.560. (4) The reactants are [N:1]1[C:10]2[NH:9][CH2:8][CH2:7][CH2:6][C:5]=2[CH:4]=[CH:3][C:2]=1[CH2:11][CH2:12][OH:13].[CH:27]1[CH:32]=[CH:31][C:30](P([C:27]2[CH:32]=[CH:31][CH:30]=[CH:29][CH:28]=2)[C:27]2[CH:32]=[CH:31][CH:30]=[CH:29][CH:28]=2)=[CH:29][CH:28]=1.[CH:33]1([C:36]2C=CC=C[C:37]=2[OH:42])[CH2:35][CH2:34]1.N(C(OC(C)C)=O)=NC(OC(C)C)=[O:46]. The catalyst is C1COCC1. The product is [N:1]1[C:10]2[NH:9][CH2:8][CH2:7][CH2:6][C:5]=2[CH:4]=[CH:3][C:2]=1[CH2:11][CH2:12][O:13][C:30]1[CH:31]=[CH:32][C:27]([CH:35]2[CH2:34][CH:33]2[CH2:36][C:37]([OH:42])=[O:46])=[CH:28][CH:29]=1. The yield is 0.530. (5) The reactants are Br[C:2]1[CH:7]=[CH:6][C:5]([OH:8])=[CH:4][CH:3]=1.[F:9][C:10]1[CH:18]=[C:17]2[C:13]([CH:14]=[N:15][NH:16]2)=[CH:12][CH:11]=1.[O-]P([O-])([O-])=O.[K+].[K+].[K+].CNCCNC. The catalyst is [Cu]I.C1(C)C=CC=CC=1. The product is [F:9][C:10]1[CH:11]=[CH:12][C:13]2[C:17]([CH:18]=1)=[N:16][N:15]([C:2]1[CH:7]=[CH:6][C:5]([OH:8])=[CH:4][CH:3]=1)[CH:14]=2. The yield is 0.0800. (6) The reactants are [CH2:1]([NH2:8])C1C=CC=CC=1.CN.[C:11]([C:14]1[S:18][C:17]([N:19]2[CH2:23][CH2:22][N:21]([CH2:24][C:25]3[CH:33]=[CH:32][C:28]([C:29]([OH:31])=O)=[CH:27][CH:26]=3)[C:20]2=[O:34])=[N:16][C:15]=1[CH3:35])(=[O:13])[CH3:12]. The yield is 0.430. The product is [C:11]([C:14]1[S:18][C:17]([N:19]2[CH2:23][CH2:22][N:21]([CH2:24][C:25]3[CH:26]=[CH:27][C:28]([C:29]([NH:8][CH3:1])=[O:31])=[CH:32][CH:33]=3)[C:20]2=[O:34])=[N:16][C:15]=1[CH3:35])(=[O:13])[CH3:12]. No catalyst specified. (7) The reactants are C(OC([N:11]1[CH2:21][CH2:20][C:14]2([CH:16]([C:17]([OH:19])=[O:18])[CH2:15]2)[CH2:13][CH2:12]1)=O)C1C=CC=CC=1.[H][H].[CH3:24][CH2:25]O. The catalyst is [Pd]. The product is [CH:16]1([C:17]([O:19][CH2:24][CH3:25])=[O:18])[C:14]2([CH2:13][CH2:12][NH:11][CH2:21][CH2:20]2)[CH2:15]1. The yield is 0.440. (8) The yield is 0.530. The reactants are [OH:1][C:2]1[CH:3]=[CH:4][C:5]([CH3:8])=[N:6][CH:7]=1.C([O-])([O-])=O.[K+].[K+].Br[CH2:16][C:17](=[O:28])[C:18]([C:21]1[CH:26]=[CH:25][C:24]([Cl:27])=[CH:23][CH:22]=1)([CH3:20])[CH3:19]. The catalyst is CC(C)=O. The product is [Cl:27][C:24]1[CH:23]=[CH:22][C:21]([C:18]([CH3:20])([CH3:19])[C:17](=[O:28])[CH2:16][O:1][C:2]2[CH:7]=[N:6][C:5]([CH3:8])=[CH:4][CH:3]=2)=[CH:26][CH:25]=1.